Task: Predict the product of the given reaction.. Dataset: Forward reaction prediction with 1.9M reactions from USPTO patents (1976-2016) (1) Given the reactants Cl.[NH2:2][OH:3].[C:4]([O:8][C:9]([N:11]1[CH2:16][CH2:15][CH:14]([C:17]([C:19]2[S:20][C:21]([CH2:25][O:26][CH3:27])=[CH:22][C:23]=2[Br:24])=O)[CH2:13][CH2:12]1)=[O:10])([CH3:7])([CH3:6])[CH3:5].Cl, predict the reaction product. The product is: [C:4]([O:8][C:9]([N:11]1[CH2:16][CH2:15][CH:14]([C:17]([C:19]2[S:20][C:21]([CH2:25][O:26][CH3:27])=[CH:22][C:23]=2[Br:24])=[N:2][OH:3])[CH2:13][CH2:12]1)=[O:10])([CH3:7])([CH3:6])[CH3:5]. (2) Given the reactants Br[C:2]1[CH:11]=[CH:10][C:5]([C:6]([NH:8][CH3:9])=[O:7])=[C:4]([F:12])[CH:3]=1.CC1(C)C(C)(C)OB([C:21]2[CH:22]=[N:23][C:24]([NH2:27])=[N:25][CH:26]=2)O1.C(=O)([O-])[O-].[K+].[K+], predict the reaction product. The product is: [NH2:27][C:24]1[N:25]=[CH:26][C:21]([C:2]2[CH:11]=[CH:10][C:5]([C:6]([NH:8][CH3:9])=[O:7])=[C:4]([F:12])[CH:3]=2)=[CH:22][N:23]=1.